This data is from Forward reaction prediction with 1.9M reactions from USPTO patents (1976-2016). The task is: Predict the product of the given reaction. (1) Given the reactants [F:1][C:2]1[CH:28]=[CH:27][C:26]([F:29])=[CH:25][C:3]=1[CH2:4][N:5]1[C:10](=[O:11])[CH2:9][NH:8][C:7]2[N:12]=[CH:13][C:14]([C:16]3[CH:24]=[CH:23][C:19]([C:20]([OH:22])=O)=[CH:18][CH:17]=3)=[CH:15][C:6]1=2.[CH3:30][N:31]1[CH2:36][CH2:35][NH:34][CH2:33][CH2:32]1, predict the reaction product. The product is: [F:1][C:2]1[CH:28]=[CH:27][C:26]([F:29])=[CH:25][C:3]=1[CH2:4][N:5]1[C:10](=[O:11])[CH2:9][NH:8][C:7]2[N:12]=[CH:13][C:14]([C:16]3[CH:24]=[CH:23][C:19]([C:20]([N:34]4[CH2:35][CH2:36][N:31]([CH3:30])[CH2:32][CH2:33]4)=[O:22])=[CH:18][CH:17]=3)=[CH:15][C:6]1=2. (2) Given the reactants FC(F)(F)C(O)=O.[CH2:8]([N:10]1[CH:14]=[C:13]([CH2:15][N:16]2[C:21]3[CH:22]=[C:23]([C:25]4[CH:30]=[CH:29][CH:28]=[CH:27][CH:26]=4)[S:24][C:20]=3[C:19](=[O:31])[N:18]([CH:32]3[CH2:37][CH2:36][NH:35][CH2:34][CH2:33]3)[C:17]2=[O:38])[N:12]=[N:11]1)[CH3:9].[CH2:39]([O:41][C:42]1[C:51]([O:52][CH3:53])=[CH:50][C:49]2[C:48]([C:54]3[CH:62]=[CH:61][C:57]([C:58](O)=[O:59])=[CH:56][CH:55]=3)=[N:47][C@@H:46]3[CH2:63][CH2:64][S:65][CH2:66][C@@H:45]3[C:44]=2[CH:43]=1)[CH3:40].CCN=C=NCCCN(C)C.C1C=C2N=NN(O)C2=CC=1.O.S([O-])(O)(=O)=O.[K+], predict the reaction product. The product is: [CH2:39]([O:41][C:42]1[C:51]([O:52][CH3:53])=[CH:50][C:49]2[C:48]([C:54]3[CH:55]=[CH:56][C:57]([C:58]([N:35]4[CH2:36][CH2:37][CH:32]([N:18]5[C:19](=[O:31])[C:20]6[S:24][C:23]([C:25]7[CH:30]=[CH:29][CH:28]=[CH:27][CH:26]=7)=[CH:22][C:21]=6[N:16]([CH2:15][C:13]6[N:12]=[N:11][N:10]([CH2:8][CH3:9])[CH:14]=6)[C:17]5=[O:38])[CH2:33][CH2:34]4)=[O:59])=[CH:61][CH:62]=3)=[N:47][C@@H:46]3[CH2:63][CH2:64][S:65][CH2:66][C@@H:45]3[C:44]=2[CH:43]=1)[CH3:40]. (3) Given the reactants [SH:1][C:2]1[CH:14]=[CH:13][C:5]([O:6][CH2:7][C:8]([O:10][CH2:11][CH3:12])=[O:9])=[C:4]([CH3:15])[CH:3]=1.[Br:16][C:17]1[CH:22]=[C:21]([Br:23])[CH:20]=[C:19]([Br:24])[N:18]=1.C(N(CC)CC)C.CN1CCCC1=O, predict the reaction product. The product is: [Br:23][C:21]1[CH:22]=[C:17]([Br:16])[N:18]=[C:19]([S:1][C:2]2[CH:14]=[CH:13][C:5]([O:6][CH2:7][C:8]([O:10][CH2:11][CH3:12])=[O:9])=[C:4]([CH3:15])[CH:3]=2)[CH:20]=1.[Br:16][C:17]1[CH:22]=[C:21]([S:1][C:2]2[CH:14]=[CH:13][C:5]([O:6][CH2:7][C:8]([O:10][CH2:11][CH3:12])=[O:9])=[C:4]([CH3:15])[CH:3]=2)[CH:20]=[C:19]([Br:24])[N:18]=1. (4) Given the reactants [Cl:1][C:2]1[C:10]([C:11]2[C:12]([CH3:25])=[N:13][N:14]([CH2:17][CH2:18][N:19]3[CH2:24][CH2:23][O:22][CH2:21][CH2:20]3)[C:15]=2[CH3:16])=[C:9]2[C:5]([C:6]([CH2:33][CH2:34][CH2:35][O:36][C:37]3[CH:42]=[C:41]([CH3:43])[C:40]([Cl:44])=[C:39]([CH3:45])[CH:38]=3)=[C:7]([CH3:32])[N:8]2[CH2:26][CH2:27][C:28]([O:30]C)=[O:29])=[CH:4][CH:3]=1.[OH-].[Na+], predict the reaction product. The product is: [Cl:1][C:2]1[C:10]([C:11]2[C:12]([CH3:25])=[N:13][N:14]([CH2:17][CH2:18][N:19]3[CH2:20][CH2:21][O:22][CH2:23][CH2:24]3)[C:15]=2[CH3:16])=[C:9]2[C:5]([C:6]([CH2:33][CH2:34][CH2:35][O:36][C:37]3[CH:42]=[C:41]([CH3:43])[C:40]([Cl:44])=[C:39]([CH3:45])[CH:38]=3)=[C:7]([CH3:32])[N:8]2[CH2:26][CH2:27][C:28]([OH:30])=[O:29])=[CH:4][CH:3]=1.